Dataset: Catalyst prediction with 721,799 reactions and 888 catalyst types from USPTO. Task: Predict which catalyst facilitates the given reaction. (1) Reactant: [I-].[Na+].C1OCCOCCOCCOCCOC1.C[O:19][C@H:20]1[CH2:25][CH2:24][CH2:23][C@H:22]([CH2:26][N:27]2[C:35](=[O:36])[C:34]3[C:29](=[CH:30][CH:31]=[CH:32][CH:33]=3)[C:28]2=[O:37])[CH2:21]1.BrB(Br)Br.ClCCl. Product: [OH:19][C@H:20]1[CH2:25][CH2:24][CH2:23][C@H:22]([CH2:26][N:27]2[C:28](=[O:37])[C:29]3[C:34](=[CH:33][CH:32]=[CH:31][CH:30]=3)[C:35]2=[O:36])[CH2:21]1. The catalyst class is: 4. (2) Reactant: Br[C:2]1[CH:7]=[CH:6][CH:5]=[C:4]([Br:8])[N:3]=1.C([Li])CCC.[O:14]=[C:15]1[CH2:20][CH2:19][N:18]([C:21]([O:23][C:24]([CH3:27])([CH3:26])[CH3:25])=[O:22])[CH2:17][CH2:16]1.[Cl-].[NH4+]. Product: [Br:8][C:4]1[N:3]=[C:2]([C:15]2([OH:14])[CH2:16][CH2:17][N:18]([C:21]([O:23][C:24]([CH3:26])([CH3:25])[CH3:27])=[O:22])[CH2:19][CH2:20]2)[CH:7]=[CH:6][CH:5]=1. The catalyst class is: 4. (3) Reactant: C([N:8]1[CH2:12][CH2:11][C@@H:10]([N:13]2[CH2:21][C:20]3[C:15](=[CH:16][CH:17]=[C:18]([C:22]4[CH:31]=[CH:30][C:25]([C:26]([O:28][CH3:29])=[O:27])=[CH:24][CH:23]=4)[CH:19]=3)[C:14]2=[O:32])[CH2:9]1)C1C=CC=CC=1. Product: [O:32]=[C:14]1[C:15]2[C:20](=[CH:19][C:18]([C:22]3[CH:23]=[CH:24][C:25]([C:26]([O:28][CH3:29])=[O:27])=[CH:30][CH:31]=3)=[CH:17][CH:16]=2)[CH2:21][N:13]1[C@@H:10]1[CH2:11][CH2:12][NH:8][CH2:9]1. The catalyst class is: 5. (4) The catalyst class is: 2. Reactant: [CH3:1][O:2][C:3]1[CH:15]=[C:14]([O:16][CH3:17])[CH:13]=[C:12]2[C:4]=1[C@@:5]1([CH3:26])[C@H:10]([CH2:11]2)[C@@:9]2([CH3:25])[CH2:18][CH2:19][C@H:20]([OH:24])[C:21]([CH3:23])([CH3:22])[C@@H:8]2[CH2:7][CH2:6]1.CC(OI1(OC(C)=O)(OC(C)=O)OC(=O)C2C=CC=CC1=2)=O.C([O-])(O)=O.[Na+]. Product: [CH3:1][O:2][C:3]1[CH:15]=[C:14]([O:16][CH3:17])[CH:13]=[C:12]2[C:4]=1[C@@:5]1([CH3:26])[C@H:10]([CH2:11]2)[C@@:9]2([CH3:25])[CH2:18][CH2:19][C:20](=[O:24])[C:21]([CH3:22])([CH3:23])[C@@H:8]2[CH2:7][CH2:6]1. (5) Reactant: [F:1][C:2]([F:12])([F:11])[C:3]1[NH:4][CH:5]=[C:6]([C:8](=[O:10])[CH3:9])[N:7]=1.C(=O)([O-])[O-].[K+].[K+].Br[CH2:20][CH2:21][CH2:22][NH:23][C:24](=[O:27])[O:25][CH3:26].C(OCC)(=O)C. Product: [CH3:26][O:25][C:24](=[O:27])[NH:23][CH2:22][CH2:21][CH2:20][N:4]1[CH:5]=[C:6]([C:8](=[O:10])[CH3:9])[N:7]=[C:3]1[C:2]([F:1])([F:11])[F:12]. The catalyst class is: 9. (6) Reactant: [C:1]([O:5][C:6]([N:8]1[CH2:11][CH2:10][C@H:9]1[CH2:12][OH:13])=[O:7])([CH3:4])([CH3:3])[CH3:2].C(N(CC)CC)C.[CH3:21][S:22](Cl)(=[O:24])=[O:23].C(=O)(O)[O-].[Na+]. Product: [C:1]([O:5][C:6]([N:8]1[CH2:11][CH2:10][C@H:9]1[CH2:12][O:13][S:22]([CH3:21])(=[O:24])=[O:23])=[O:7])([CH3:4])([CH3:3])[CH3:2]. The catalyst class is: 4. (7) Reactant: [CH3:1][CH:2]1[CH:11]=[CH:10][C:9]2[C:4](=[CH:5][CH:6]=[CH:7][C:8]=2[N:12]2[CH2:17][CH2:16][N:15](C(OC(C)(C)C)=O)[CH2:14][CH2:13]2)[N:3]1[S:25]([C:28]1[CH:37]=[CH:36][C:35]2[C:30](=[CH:31][CH:32]=[CH:33][CH:34]=2)[CH:29]=1)(=[O:27])=[O:26].[C:38]([OH:44])([C:40]([F:43])([F:42])[F:41])=[O:39]. Product: [F:41][C:40]([F:43])([F:42])[C:38]([OH:44])=[O:39].[CH3:1][CH:2]1[CH2:11][CH2:10][C:9]2[C:4](=[CH:5][CH:6]=[CH:7][C:8]=2[N:12]2[CH2:13][CH2:14][NH:15][CH2:16][CH2:17]2)[N:3]1[S:25]([C:28]1[CH:37]=[CH:36][C:35]2[C:30](=[CH:31][CH:32]=[CH:33][CH:34]=2)[CH:29]=1)(=[O:27])=[O:26]. The catalyst class is: 2. (8) Reactant: [N:1]([C:4]1[CH:14]=[CH:13][C:7]([C:8]([NH:10][CH2:11][CH3:12])=[O:9])=[CH:6][CH:5]=1)=[N+:2]=[N-:3].O=[C:16]([CH2:23][CH2:24][CH3:25])[CH2:17][C:18]([O:20]CC)=[O:19].[O-]CC.[Na+]. Product: [CH2:11]([NH:10][C:8]([C:7]1[CH:6]=[CH:5][C:4]([N:1]2[C:16]([CH2:23][CH2:24][CH3:25])=[C:17]([C:18]([OH:20])=[O:19])[N:3]=[N:2]2)=[CH:14][CH:13]=1)=[O:9])[CH3:12]. The catalyst class is: 8. (9) Reactant: [O:1]=[C:2]1[NH:7][C:6]2[CH:8]=[C:9]([C:12]([OH:14])=O)[CH:10]=[CH:11][C:5]=2[S:4][CH2:3]1.[CH3:15][O:16][C:17]1[CH:18]=[C:19]2[C:28](=[CH:29][CH:30]=1)[N:27]=[CH:26][C:25]1[O:24][CH2:23][CH:22]([N:31]3[CH2:36][CH2:35][CH:34]([NH2:37])[CH2:33][CH2:32]3)[CH2:21][C:20]2=1.ON1C2C=CC=CC=2N=N1.Cl.CN(C)CCCN=C=NCC.C(N(CC)C(C)C)(C)C. Product: [CH3:15][O:16][C:17]1[CH:18]=[C:19]2[C:28](=[CH:29][CH:30]=1)[N:27]=[CH:26][C:25]1[O:24][CH2:23][CH:22]([N:31]3[CH2:32][CH2:33][CH:34]([NH:37][C:12]([C:9]4[CH:10]=[CH:11][C:5]5[S:4][CH2:3][C:2](=[O:1])[NH:7][C:6]=5[CH:8]=4)=[O:14])[CH2:35][CH2:36]3)[CH2:21][C:20]2=1. The catalyst class is: 9. (10) Reactant: C[O:2][C:3](=[O:35])[C:4]([CH3:34])([CH3:33])[CH2:5][C:6]1[CH:11]=[CH:10][C:9]([O:12][CH2:13][CH2:14][CH:15]2[CH2:19][N:18]([CH2:20][C:21]3[CH:26]=[CH:25][C:24]([C:27]([F:30])([F:29])[F:28])=[CH:23][CH:22]=3)[C:17](=[O:31])[N:16]2[CH3:32])=[CH:8][CH:7]=1.[OH-].[Na+].Cl. Product: [CH3:33][C:4]([CH3:34])([CH2:5][C:6]1[CH:7]=[CH:8][C:9]([O:12][CH2:13][CH2:14][CH:15]2[CH2:19][N:18]([CH2:20][C:21]3[CH:22]=[CH:23][C:24]([C:27]([F:28])([F:30])[F:29])=[CH:25][CH:26]=3)[C:17](=[O:31])[N:16]2[CH3:32])=[CH:10][CH:11]=1)[C:3]([OH:35])=[O:2]. The catalyst class is: 5.